Task: Predict the product of the given reaction.. Dataset: Forward reaction prediction with 1.9M reactions from USPTO patents (1976-2016) (1) Given the reactants P([O-])([O-])(O)=O.[Na+].[Na+].S([O-])([O-])=O.[Na+].[Na+].[F:14][C:15]1[CH:20]=[CH:19][C:18]([S:21](Cl)(=[O:23])=[O:22])=[CH:17][CH:16]=1.Br[CH2:26][CH3:27], predict the reaction product. The product is: [CH2:26]([S:21]([C:18]1[CH:19]=[CH:20][C:15]([F:14])=[CH:16][CH:17]=1)(=[O:23])=[O:22])[CH3:27]. (2) The product is: [NH2:1][C:2]1[N:7]([CH3:8])[C:6](=[O:9])[N:5]([CH2:10][C:11]2[CH:16]=[CH:15][C:14]([O:17][CH3:18])=[CH:13][CH:12]=2)[C:4](=[O:19])[C:3]=1[N:20]=[O:21]. Given the reactants [NH2:1][C:2]1[N:7]([CH3:8])[C:6](=[O:9])[N:5]([CH2:10][C:11]2[CH:16]=[CH:15][C:14]([O:17][CH3:18])=[CH:13][CH:12]=2)[C:4](=[O:19])[CH:3]=1.[N:20]([O-])=[O:21].[Na+], predict the reaction product. (3) Given the reactants Br[CH2:2][C:3]1[CH:8]=[CH:7][C:6]([N+:9]([O-:11])=[O:10])=[CH:5][CH:4]=1.C(N(CC)CC)C.[NH:19]1[CH2:24][CH2:23][O:22][CH2:21][CH2:20]1, predict the reaction product. The product is: [N+:9]([C:6]1[CH:7]=[CH:8][C:3]([CH2:2][N:19]2[CH2:24][CH2:23][O:22][CH2:21][CH2:20]2)=[CH:4][CH:5]=1)([O-:11])=[O:10]. (4) Given the reactants [OH:1][C:2]1[CH:7]=[CH:6][C:5]([N:8]([C:49]2[CH:54]=[CH:53][CH:52]=[CH:51][CH:50]=2)[C:9]([C:11]2[CH:12]=[C:13]([C:20]3[CH:21]=[C:22]4[C:26](=[CH:27][C:28]=3[C:29]([N:31]3[C@H:40]([CH3:41])[CH2:39][C:38]5[C:33](=[CH:34][CH:35]=[CH:36][CH:37]=5)[CH2:32]3)=[O:30])[CH2:25][N:24](C(OC(C)(C)C)=O)[CH2:23]4)[N:14]3[C:19]=2[CH2:18][CH2:17][CH2:16][CH2:15]3)=[O:10])=[CH:4][CH:3]=1.FC(F)(F)C(O)=O, predict the reaction product. The product is: [OH:1][C:2]1[CH:7]=[CH:6][C:5]([N:8]([C:49]2[CH:50]=[CH:51][CH:52]=[CH:53][CH:54]=2)[C:9]([C:11]2[CH:12]=[C:13]([C:20]3[CH:21]=[C:22]4[C:26](=[CH:27][C:28]=3[C:29]([N:31]3[C@H:40]([CH3:41])[CH2:39][C:38]5[C:33](=[CH:34][CH:35]=[CH:36][CH:37]=5)[CH2:32]3)=[O:30])[CH2:25][NH:24][CH2:23]4)[N:14]3[C:19]=2[CH2:18][CH2:17][CH2:16][CH2:15]3)=[O:10])=[CH:4][CH:3]=1. (5) Given the reactants [CH2:1]([O:8][CH:9]([C:16]1[O:20][N:19]=[C:18]([C:21]([OH:23])=O)[CH:17]=1)[C:10]1[CH:15]=[CH:14][CH:13]=[CH:12][CH:11]=1)[C:2]1[CH:7]=[CH:6][CH:5]=[CH:4][CH:3]=1.Cl.[O:25]1[CH2:29][CH2:28][CH:27]([CH2:30][NH2:31])[CH2:26]1.C(N(CC)CC)C.ON1C2C=CC=CC=2N=N1.Cl.C(N=C=NCCCN(C)C)C, predict the reaction product. The product is: [O:25]1[CH2:29][CH2:28][CH:27]([CH2:30][NH:31][C:21]([C:18]2[CH:17]=[C:16]([CH:9]([O:8][CH2:1][C:2]3[CH:7]=[CH:6][CH:5]=[CH:4][CH:3]=3)[C:10]3[CH:11]=[CH:12][CH:13]=[CH:14][CH:15]=3)[O:20][N:19]=2)=[O:23])[CH2:26]1. (6) Given the reactants [NH2:1][C:2]1[CH:22]=[CH:21][C:5]([CH2:6][N:7]([CH:15]2[CH2:20][CH2:19][CH2:18][CH2:17][CH2:16]2)[C:8]([C:10]2[O:11][CH:12]=[CH:13][CH:14]=2)=[O:9])=[CH:4][CH:3]=1.C(OC([NH:30][CH2:31][CH2:32][CH2:33][CH2:34][C@H:35]([NH:39]C(OCC1C2C=CC=CC=2C2C1=CC=CC=2)=O)[C:36](O)=[O:37])=O)(C)(C)C.[C:57]1([CH2:67][C:68]([OH:70])=O)[C:66]2[C:61](=[CH:62][CH:63]=[CH:64][CH:65]=2)[CH:60]=[CH:59][CH:58]=1, predict the reaction product. The product is: [NH2:30][CH2:31][CH2:32][CH2:33][CH2:34][C@H:35]([NH:39][C:68](=[O:70])[CH2:67][C:57]1[C:66]2[C:61](=[CH:62][CH:63]=[CH:64][CH:65]=2)[CH:60]=[CH:59][CH:58]=1)[C:36]([NH:1][C:2]1[CH:3]=[CH:4][C:5]([CH2:6][N:7]([CH:15]2[CH2:20][CH2:19][CH2:18][CH2:17][CH2:16]2)[C:8]([C:10]2[O:11][CH:12]=[CH:13][CH:14]=2)=[O:9])=[CH:21][CH:22]=1)=[O:37].